Dataset: Catalyst prediction with 721,799 reactions and 888 catalyst types from USPTO. Task: Predict which catalyst facilitates the given reaction. (1) Reactant: [Cl:1][C:2]1[CH:3]=[C:4]([NH:9][C:10]([N:12]2[CH2:17][CH2:16][N:15]([CH2:18][C@@H:19]3[CH2:24][CH2:23][CH2:22][NH:21][CH2:20]3)[CH2:14][CH2:13]2)=[O:11])[CH:5]=[CH:6][C:7]=1[Cl:8].[CH3:25][O:26][CH2:27][CH2:28][O:29][C:30]1[CH:37]=[CH:36][C:33]([CH:34]=O)=[CH:32][N:31]=1.C(O[BH-](OC(=O)C)OC(=O)C)(=O)C.[Na+]. Product: [Cl:1][C:2]1[CH:3]=[C:4]([NH:9][C:10]([N:12]2[CH2:17][CH2:16][N:15]([CH2:18][C@@H:19]3[CH2:24][CH2:23][CH2:22][N:21]([CH2:34][C:33]4[CH:32]=[N:31][C:30]([O:29][CH2:28][CH2:27][O:26][CH3:25])=[CH:37][CH:36]=4)[CH2:20]3)[CH2:14][CH2:13]2)=[O:11])[CH:5]=[CH:6][C:7]=1[Cl:8]. The catalyst class is: 4. (2) Reactant: [CH:1]1([C:4]2[C:5]([CH2:18][N:19]3[CH2:24][CH2:23][C:22]([CH2:32][F:33])([C:25]4[CH:30]=[CH:29][C:28]([F:31])=[CH:27][CH:26]=4)[CH2:21][CH2:20]3)=[CH:6][C:7]([F:17])=[C:8]([CH:16]=2)[C:9]([O:11]C(C)(C)C)=[O:10])[CH2:3][CH2:2]1.Cl. Product: [CH:1]1([C:4]2[C:5]([CH2:18][N:19]3[CH2:20][CH2:21][C:22]([CH2:32][F:33])([C:25]4[CH:30]=[CH:29][C:28]([F:31])=[CH:27][CH:26]=4)[CH2:23][CH2:24]3)=[CH:6][C:7]([F:17])=[C:8]([CH:16]=2)[C:9]([OH:11])=[O:10])[CH2:3][CH2:2]1. The catalyst class is: 155. (3) Reactant: C1([O:6][C:7](=[O:43])[C@@H:8]([NH:16][C:17](=[O:42])[CH2:18][CH2:19][C:20]2[CH:21]=[C:22]3[C:26](=[CH:27][CH:28]=2)[NH:25][C:24]([C:29](=[O:41])[NH:30][CH2:31][CH2:32][CH2:33][CH2:34][CH2:35][CH2:36][C:37](=[O:40])[NH:38][OH:39])=[CH:23]3)[CH2:9][C:10]2[CH:15]=[CH:14][CH:13]=[CH:12][CH:11]=2)CCCC1.[OH-].[Na+]. Product: [OH:39][NH:38][C:37]([CH2:36][CH2:35][CH2:34][CH2:33][CH2:32][CH2:31][NH:30][C:29]([C:24]1[NH:25][C:26]2[C:22]([CH:23]=1)=[CH:21][C:20]([CH2:19][CH2:18][C:17]([NH:16][C@@H:8]([CH2:9][C:10]1[CH:11]=[CH:12][CH:13]=[CH:14][CH:15]=1)[C:7]([OH:43])=[O:6])=[O:42])=[CH:28][CH:27]=2)=[O:41])=[O:40]. The catalyst class is: 36. (4) Reactant: [NH2:1][C:2]1[S:3][C:4]([C:14]([NH2:16])=[O:15])=[C:5]([C:7]2[CH:12]=[CH:11][C:10]([Cl:13])=[CH:9][CH:8]=2)[N:6]=1.[CH3:17][O:18][CH:19]([O:30][CH3:31])[C:20]1[CH:25]=[CH:24][C:23]([N+:26]([O-:28])=[O:27])=[C:22](F)[CH:21]=1.C(=O)([O-])[O-].[Cs+].[Cs+].CN(C)C=O. Product: [Cl:13][C:10]1[CH:9]=[CH:8][C:7]([C:5]2[N:6]=[C:2]([NH:1][C:22]3[CH:21]=[C:20]([CH:19]([O:30][CH3:31])[O:18][CH3:17])[CH:25]=[CH:24][C:23]=3[N+:26]([O-:28])=[O:27])[S:3][C:4]=2[C:14]([NH2:16])=[O:15])=[CH:12][CH:11]=1. The catalyst class is: 84. (5) Reactant: [Cl:1][C:2]1[CH:7]=[C:6]([C:8]2[O:12][N:11]=[C:10]([CH3:13])[C:9]=2[CH2:14]O)[CH:5]=[CH:4][N:3]=1.S(Cl)([Cl:18])=O.N1C=CC=CC=1. Product: [Cl:1][C:2]1[CH:7]=[C:6]([C:8]2[O:12][N:11]=[C:10]([CH3:13])[C:9]=2[CH2:14][Cl:18])[CH:5]=[CH:4][N:3]=1. The catalyst class is: 22. (6) The catalyst class is: 90. Reactant: [F:1][CH:2]([F:32])[O:3][C:4]1[CH:5]=[C:6]([N:14]([CH2:25][C:26]2[CH:27]=[N:28][CH:29]=[CH:30][CH:31]=2)[C:15]2[CH:16]=[C:17]([CH:21]([NH2:24])[CH2:22][OH:23])[CH:18]=[CH:19][CH:20]=2)[CH:7]=[CH:8][C:9]=1[O:10][CH:11]([F:13])[F:12].[C:33](O[C:33]([O:35][C:36]([CH3:39])([CH3:38])[CH3:37])=[O:34])([O:35][C:36]([CH3:39])([CH3:38])[CH3:37])=[O:34].C(=O)([O-])[O-].[K+].[K+]. Product: [F:32][CH:2]([F:1])[O:3][C:4]1[CH:5]=[C:6]([N:14]([CH2:25][C:26]2[CH:27]=[N:28][CH:29]=[CH:30][CH:31]=2)[C:15]2[CH:16]=[C:17]([CH:21]([NH:24][C:33]([O:35][C:36]([CH3:39])([CH3:38])[CH3:37])=[O:34])[CH2:22][OH:23])[CH:18]=[CH:19][CH:20]=2)[CH:7]=[CH:8][C:9]=1[O:10][CH:11]([F:13])[F:12]. (7) Reactant: [C:1]([C:3]1[CH:4]=[N:5][C:6]2[C:11]([C:12]=1[NH:13][C:14]1[CH:19]=[CH:18][C:17]([NH:20][C:21](=[O:28])[C:22]3[CH:27]=[CH:26][CH:25]=[CH:24][CH:23]=3)=[CH:16][CH:15]=1)=[CH:10][C:9]([O:29][CH3:30])=[C:8]([OH:31])[CH:7]=2)#[N:2].C1(P(C2C=CC=CC=2)C2C=CC=CC=2)C=CC=CC=1.[CH:51]1([O:56][C:57](=[O:70])[C@@H:58]([NH:62][C:63]([O:65][C:66]([CH3:69])([CH3:68])[CH3:67])=[O:64])[CH2:59][CH2:60]O)[CH2:55][CH2:54][CH2:53][CH2:52]1.CC(OC(/N=N/C(OC(C)C)=O)=O)C. Product: [CH:51]1([O:56][C:57](=[O:70])[C@@H:58]([NH:62][C:63]([O:65][C:66]([CH3:69])([CH3:68])[CH3:67])=[O:64])[CH2:59][CH2:60][O:31][C:8]2[CH:7]=[C:6]3[C:11]([C:12]([NH:13][C:14]4[CH:15]=[CH:16][C:17]([NH:20][C:21](=[O:28])[C:22]5[CH:27]=[CH:26][CH:25]=[CH:24][CH:23]=5)=[CH:18][CH:19]=4)=[C:3]([C:1]#[N:2])[CH:4]=[N:5]3)=[CH:10][C:9]=2[O:29][CH3:30])[CH2:52][CH2:53][CH2:54][CH2:55]1. The catalyst class is: 2.